Dataset: Full USPTO retrosynthesis dataset with 1.9M reactions from patents (1976-2016). Task: Predict the reactants needed to synthesize the given product. Given the product [CH3:1][C:2]1[NH:6][C:5]2[C:7](=[O:10])[CH2:8][CH2:9][C:4]=2[C:3]=1[C:11]([N:28]1[CH2:32][CH2:31][CH2:30][C@H:29]1[CH2:33][N:34]1[CH2:38][CH2:37][CH2:36][CH2:35]1)=[O:13], predict the reactants needed to synthesize it. The reactants are: [CH3:1][C:2]1[NH:6][C:5]2[C:7](=[O:10])[CH2:8][CH2:9][C:4]=2[C:3]=1[C:11]([OH:13])=O.C1C=CC2N(O)N=NC=2C=1.C(Cl)CCl.[NH:28]1[CH2:32][CH2:31][CH2:30][C@H:29]1[CH2:33][N:34]1[CH2:38][CH2:37][CH2:36][CH2:35]1.